The task is: Predict the reactants needed to synthesize the given product.. This data is from Full USPTO retrosynthesis dataset with 1.9M reactions from patents (1976-2016). (1) The reactants are: BrC1C=CC(NC(=CC([O-])=O)C(OC)=O)=C(OC)C=1.[CH3:20][O:21][C:22](=[O:37])[C:23]([NH:28][C:29]1[CH:34]=[CH:33][CH:32]=[CH:31][C:30]=1[C:35]#[N:36])=[CH:24][C:25]([O-:27])=O. Given the product [CH3:20][O:21][C:22]([C:23]1[CH:24]=[C:25]([OH:27])[C:34]2[C:29](=[C:30]([C:35]#[N:36])[CH:31]=[CH:32][CH:33]=2)[N:28]=1)=[O:37], predict the reactants needed to synthesize it. (2) The reactants are: [NH:1]1[C:9]2[C:4](=[CH:5][CH:6]=[CH:7][CH:8]=2)[CH:3]=[C:2]1[C:10]([OH:12])=O.C([Cl:16])(=O)C.P(Cl)(Cl)(Cl)(Cl)Cl. Given the product [NH:1]1[C:9]2[C:4](=[CH:5][CH:6]=[CH:7][CH:8]=2)[CH:3]=[C:2]1[C:10]([Cl:16])=[O:12], predict the reactants needed to synthesize it. (3) Given the product [Cl:14][C:15]1[CH:20]=[CH:19][C:18]([N:21]2[C:26](=[O:27])[CH:25]=[C:24]([C:28]([F:29])([F:31])[F:30])[N:23]([CH3:32])[C:22]2=[O:33])=[CH:17][C:16]=1[CH:34]=[C:3]([C:1]#[N:2])[C:4]([O:6][CH3:7])=[O:5], predict the reactants needed to synthesize it. The reactants are: [C:1]([CH2:3][C:4]([O:6][CH3:7])=[O:5])#[N:2].N1CCCCC1.[Cl:14][C:15]1[CH:20]=[CH:19][C:18]([N:21]2[C:26](=[O:27])[CH:25]=[C:24]([C:28]([F:31])([F:30])[F:29])[N:23]([CH3:32])[C:22]2=[O:33])=[CH:17][C:16]=1[CH:34]=O.C(OC(C)C)(C)C. (4) Given the product [CH2:1]([OH:34])[C@H:2]1[O:7][C@H:6]([O:8][CH2:9][C@H:10]2[O:15][C@H:14]([O:16][C@:17]3([CH2:26][OH:27])[O:21][C@H:20]([CH2:22][OH:23])[C@@H:19]([OH:24])[C@@H:18]3[OH:25])[C@H:13]([OH:28])[C@@H:12]([OH:29])[C@@H:11]2[OH:30])[C@H:5]([OH:31])[C@@H:4]([OH:32])[C@H:3]1[OH:33].[C:35]([O:38][O-:7])(=[O:37])[CH3:36], predict the reactants needed to synthesize it. The reactants are: [CH2:1]([OH:34])[C@H:2]1[O:7][C@H:6]([O:8][CH2:9][C@H:10]2[O:15][C@H:14]([O:16][C@:17]3([CH2:26][OH:27])[O:21][C@H:20]([CH2:22][OH:23])[C@@H:19]([OH:24])[C@@H:18]3[OH:25])[C@H:13]([OH:28])[C@@H:12]([OH:29])[C@@H:11]2[OH:30])[C@H:5]([OH:31])[C@@H:4]([OH:32])[C@H:3]1[OH:33].[C:35]([O-:38])(=[O:37])[CH3:36].[Na+]. (5) Given the product [C:1]([C:5]1[CH:9]=[C:8]([NH:10][C:52]([NH:51][C:47]2[CH:48]=[CH:49][CH:50]=[C:45]([Cl:44])[C:46]=2[Cl:54])=[O:53])[N:7]([C:11]2[CH:12]=[CH:13][C:14]([C:15]([O:17][CH2:18][CH3:19])=[O:16])=[CH:20][CH:21]=2)[N:6]=1)([CH3:2])([CH3:4])[CH3:3], predict the reactants needed to synthesize it. The reactants are: [C:1]([C:5]1[CH:9]=[C:8]([NH2:10])[N:7]([C:11]2[CH:21]=[CH:20][C:14]([C:15]([O:17][CH2:18][CH3:19])=[O:16])=[CH:13][CH:12]=2)[N:6]=1)([CH3:4])([CH3:3])[CH3:2].N(C1C=CC(C(OCC)=O)=CC=1)N.C(CC#N)(=O)C(C)(C)C.[Cl:44][C:45]1[CH:50]=[CH:49][CH:48]=[C:47]([N:51]=[C:52]=[O:53])[C:46]=1[Cl:54]. (6) Given the product [C:21]1([CH:27]([C:31]2[CH:32]=[CH:33][CH:34]=[CH:35][CH:36]=2)[CH2:28][CH2:29][S:1][C:2]2[S:3][C:4]3[CH2:13][C:12]4[C:11]([O:14][CH2:15][CH2:16][CH2:17][C:18]([OH:20])=[O:19])=[CH:10][CH:9]=[CH:8][C:7]=4[C:5]=3[N:6]=2)[CH:26]=[CH:25][CH:24]=[CH:23][CH:22]=1, predict the reactants needed to synthesize it. The reactants are: [SH:1][C:2]1[S:3][C:4]2[CH2:13][C:12]3[C:11]([O:14][CH2:15][CH2:16][CH2:17][C:18]([O-:20])=[O:19])=[CH:10][CH:9]=[CH:8][C:7]=3[C:5]=2[N:6]=1.[C:21]1([CH:27]([C:31]2[CH:36]=[CH:35][CH:34]=[CH:33][CH:32]=2)[CH2:28][CH2:29]I)[CH:26]=[CH:25][CH:24]=[CH:23][CH:22]=1.